This data is from Reaction yield outcomes from USPTO patents with 853,638 reactions. The task is: Predict the reaction yield, written as a fraction of the theoretical maximum amount of product (1.0 means a 100% yield; for example, 0.34 means a 34% yield). (1) The reactants are CN(C)C=[O:4].[CH3:6][O:7][C:8]1[CH:9]=[C:10]2[C:15](=[CH:16][C:17]=1[OH:18])[N:14]=[CH:13][CH:12]=[C:11]2[O:19][C:20]1[C:21]([CH3:30])=[N:22][C:23]2[C:28]([CH:29]=1)=[CH:27][CH:26]=[CH:25][CH:24]=2.C(=O)([O-])[O-].[K+].[K+].[CH2:37]([C@@H:39]1[O:41][CH2:40]1)Cl. The catalyst is O. The product is [CH3:6][O:7][C:8]1[CH:9]=[C:10]2[C:15](=[CH:16][C:17]=1[O:18][CH2:37][C@H:39]([OH:41])[CH2:40][OH:4])[N:14]=[CH:13][CH:12]=[C:11]2[O:19][C:20]1[C:21]([CH3:30])=[N:22][C:23]2[C:28]([CH:29]=1)=[CH:27][CH:26]=[CH:25][CH:24]=2. The yield is 0.760. (2) The reactants are Br[C:2]1[CH:3]=[C:4]([OH:14])[CH:5]=[C:6]([O:8][C@@H:9]([CH3:13])[CH2:10][O:11][CH3:12])[CH:7]=1.[B:15]1([B:15]2[O:19][C:18]([CH3:21])([CH3:20])[C:17]([CH3:23])([CH3:22])[O:16]2)[O:19][C:18]([CH3:21])([CH3:20])[C:17]([CH3:23])([CH3:22])[O:16]1.C([O-])(=O)C.[K+].O. The catalyst is CN(C)C=O. The product is [CH3:12][O:11][CH2:10][C@H:9]([CH3:13])[O:8][C:6]1[CH:5]=[C:4]([OH:14])[CH:3]=[C:2]([B:15]2[O:19][C:18]([CH3:21])([CH3:20])[C:17]([CH3:23])([CH3:22])[O:16]2)[CH:7]=1. The yield is 0.890.